From a dataset of Forward reaction prediction with 1.9M reactions from USPTO patents (1976-2016). Predict the product of the given reaction. Given the reactants [CH2:1]([N:8]([C:22]1[CH:27]=[CH:26][C:25]([N:28]2[CH2:33][CH2:32][O:31][CH2:30][C:29]2=[O:34])=[CH:24][CH:23]=1)[CH2:9][C@@H:10]([OH:21])[CH2:11][NH:12][C:13]([C:15]1[S:16][C:17]([Cl:20])=[CH:18][CH:19]=1)=[O:14])C1C=CC=CC=1.ClC(Cl)([O:38]C(=O)OC(Cl)(Cl)Cl)Cl, predict the reaction product. The product is: [CH:24]1[C:25]([N:28]2[C:29](=[O:34])[CH2:30][O:31][CH2:32][CH2:33]2)=[CH:26][CH:27]=[C:22]([N:8]2[C:1](=[O:38])[O:21][C@@H:10]([CH2:11][NH:12][C:13]([C:15]3[S:16][C:17]([Cl:20])=[CH:18][CH:19]=3)=[O:14])[CH2:9]2)[CH:23]=1.